Dataset: Forward reaction prediction with 1.9M reactions from USPTO patents (1976-2016). Task: Predict the product of the given reaction. Given the reactants [CH:1]1([N:4]2[CH2:9][CH2:8][C:7]([S:20]([C:23]3[CH:28]=[CH:27][C:26]([C:29]4[CH:34]=[CH:33][C:32]([O:35][C:36]([F:41])([F:40])[CH:37]([F:39])[F:38])=[CH:31][CH:30]=4)=[CH:25][CH:24]=3)(=[O:22])=[O:21])([C:10]([NH:12][O:13]C3CCCCO3)=[O:11])[CH2:6][CH2:5]2)[CH2:3][CH2:2]1.ON1C2C=CC=CC=2N=N1.C(N(CC)CC)C.[ClH:59].CN(C)CCCN=C=NCC.O1CCCCC1ON, predict the reaction product. The product is: [ClH:59].[OH:13][NH:12][C:10]([C:7]1([S:20]([C:23]2[CH:24]=[CH:25][C:26]([C:29]3[CH:34]=[CH:33][C:32]([O:35][C:36]([F:41])([F:40])[CH:37]([F:39])[F:38])=[CH:31][CH:30]=3)=[CH:27][CH:28]=2)(=[O:22])=[O:21])[CH2:6][CH2:5][N:4]([CH:1]2[CH2:3][CH2:2]2)[CH2:9][CH2:8]1)=[O:11].